Predict the reaction yield, written as a fraction of the theoretical maximum amount of product (1.0 means a 100% yield; for example, 0.34 means a 34% yield). From a dataset of Reaction yield outcomes from USPTO patents with 853,638 reactions. (1) The reactants are C([O:3][C:4]([C:6]1[CH:7]=[C:8]([C:15](=[O:20])C(Cl)(Cl)Cl)[N:9]2[CH2:14][CH2:13][O:12][CH2:11][C:10]=12)=[O:5])C.[F:21][C:22]1[CH:27]=[C:26]([F:28])[CH:25]=[CH:24][C:23]=1[C@H:29]([NH2:32])[CH2:30][CH3:31].C(N(CC)CC)C.[OH-].[K+]. The catalyst is O1CCCC1.CO.O. The product is [F:21][C:22]1[CH:27]=[C:26]([F:28])[CH:25]=[CH:24][C:23]=1[C@H:29]([NH:32][C:15]([C:8]1[N:9]2[C:10]([CH2:11][O:12][CH2:13][CH2:14]2)=[C:6]([C:4]([OH:3])=[O:5])[CH:7]=1)=[O:20])[CH2:30][CH3:31]. The yield is 0.600. (2) The reactants are Br[CH2:2][C:3]1[CH:8]=[CH:7][CH:6]=[CH:5][CH:4]=1.C([O-])([O-])=O.[K+].[K+].[N+:15]([C:18]1[C:27]2[N:26]=[CH:25][CH:24]=[CH:23][C:22]=2[C:21]([OH:28])=[CH:20][CH:19]=1)([O-:17])=[O:16]. The catalyst is CN(C=O)C.O. The product is [CH2:2]([O:28][C:21]1[CH:20]=[CH:19][C:18]([N+:15]([O-:17])=[O:16])=[C:27]2[C:22]=1[CH:23]=[CH:24][CH:25]=[N:26]2)[C:3]1[CH:8]=[CH:7][CH:6]=[CH:5][CH:4]=1. The yield is 0.690.